This data is from Catalyst prediction with 721,799 reactions and 888 catalyst types from USPTO. The task is: Predict which catalyst facilitates the given reaction. Reactant: [CH3:1][O-:2].[Na+].[F:4][C:5]1[C:10](F)=[C:9]([CH:12]=[O:13])[CH:8]=[CH:7][C:6]=1[C:14]1[CH:19]=[CH:18][C:17]([F:20])=[CH:16][C:15]=1[F:21]. Product: [F:4][C:5]1[C:10]([O:2][CH3:1])=[C:9]([CH:12]=[O:13])[CH:8]=[CH:7][C:6]=1[C:14]1[CH:19]=[CH:18][C:17]([F:20])=[CH:16][C:15]=1[F:21]. The catalyst class is: 5.